From a dataset of Experimentally validated miRNA-target interactions with 360,000+ pairs, plus equal number of negative samples. Binary Classification. Given a miRNA mature sequence and a target amino acid sequence, predict their likelihood of interaction. (1) The miRNA is hsa-miR-376a-3p with sequence AUCAUAGAGGAAAAUCCACGU. The protein sequence of the target gene is MPRPGRNTYSDQKPPYSYISLTAMAIQSSPEKMLPLSEIYKFIMDRFPYYRENTQRWQNSLRHNLSFNDCFIKIPRRPDQPGKGSFWALHPSCGDMFENGSFLRRRKRFKVLKSDHLAPSKPADAAQYLQQQAKLRLSALAASGTHLPQMPAAAYNLGGVAQPSGFKHPFAIENIIAREYKMPGGLAFSAMQPVPAAYPLPNQLTTMGSSLGTGWPHVYGSAGMIDSATPISMASGDYSAYGVPLKPLCHAAGQTLPAIPVPIKPTPAAVPALPALPAPIPTLLSNSPPSLSPTSSQTAT.... Result: 0 (no interaction). (2) The miRNA is xla-miR-1b with sequence UGGAAUGUUAAGAAGUAUGUA. The protein sequence of the target gene is MESGRGSSTPPGPIAALGMPDTGPGSSSLGKLQALPVGPRAHCGDPVSLAAAGDGSPDIGPTGELSGSLKIPNRDSGIDSPSSSVAGENFPCEEGLEAGPSPTVLGAHAEMALDSQVPKVTPQEEADSDVGEEPDSENTPQKADKDAGLAQHSGPQKLLHIAQELLHTEETYVKRLHLLDQVFCTRLTDAGIPPEVIMGIFSNISSIHRFHGQFLLPELKTRITEEWDTNPRLGDILQKLAPFLKMYGEYVKNFDRAVGLVSTWTQRSPLFKDVVHSIQKQEVCGNLTLQHHMLEPVQRV.... Result: 0 (no interaction). (3) The miRNA is mmu-miR-3964 with sequence AUAAGGUAGAAAGCACUAAA. The protein sequence of the target gene is MTLSTEMSDASGLAEETDIDVVGEGEDDEEEEDDDDEGGGGRGGGGSRLPSSAQRRRRSYAGEDDLEDLEEEDDDDLLLASRPAASPAPPGPAPAPGTGSGGCSGAGAGGGAGGGTGAGTGGGAKNPLVKPPYSYIALITMAILQSPKKRLTLSEICEFISSRFPYYREKFPAWQNSIRHNLSLNDCFVKIPREPGNPGKGNYWTLDPESADMFDNGSFLRRRKRFKRQPLLAPHAAAEALLLRGAGPAAGAGDPGAALFPPPPPPPACGYGAYGCAYGLQLPPCAPPSALFAAAAAAAA.... Result: 0 (no interaction).